From a dataset of NCI-60 drug combinations with 297,098 pairs across 59 cell lines. Regression. Given two drug SMILES strings and cell line genomic features, predict the synergy score measuring deviation from expected non-interaction effect. (1) Drug 1: C1=CC=C(C(=C1)C(C2=CC=C(C=C2)Cl)C(Cl)Cl)Cl. Drug 2: CC1=C(C(=O)C2=C(C1=O)N3CC4C(C3(C2COC(=O)N)OC)N4)N. Cell line: HL-60(TB). Synergy scores: CSS=68.6, Synergy_ZIP=-1.18, Synergy_Bliss=-1.01, Synergy_Loewe=-43.5, Synergy_HSA=0.349. (2) Drug 1: C1CN(P(=O)(OC1)NCCCl)CCCl. Drug 2: C1C(C(OC1N2C=NC3=C2NC=NCC3O)CO)O. Cell line: RXF 393. Synergy scores: CSS=0.602, Synergy_ZIP=-0.663, Synergy_Bliss=-1.18, Synergy_Loewe=-1.32, Synergy_HSA=-1.01. (3) Drug 1: C1=NC2=C(N1)C(=S)N=C(N2)N. Drug 2: C1C(C(OC1N2C=NC3=C2NC=NCC3O)CO)O. Cell line: HOP-62. Synergy scores: CSS=37.6, Synergy_ZIP=0.446, Synergy_Bliss=-1.32, Synergy_Loewe=-16.6, Synergy_HSA=-0.00161. (4) Drug 1: CC1=C(C(CCC1)(C)C)C=CC(=CC=CC(=CC(=O)O)C)C. Drug 2: CC(C)(C#N)C1=CC(=CC(=C1)CN2C=NC=N2)C(C)(C)C#N. Cell line: HL-60(TB). Synergy scores: CSS=10.4, Synergy_ZIP=-11.4, Synergy_Bliss=-16.8, Synergy_Loewe=-20.4, Synergy_HSA=-18.5. (5) Drug 1: C1CCN(CC1)CCOC2=CC=C(C=C2)C(=O)C3=C(SC4=C3C=CC(=C4)O)C5=CC=C(C=C5)O. Drug 2: CC1CCC2CC(C(=CC=CC=CC(CC(C(=O)C(C(C(=CC(C(=O)CC(OC(=O)C3CCCCN3C(=O)C(=O)C1(O2)O)C(C)CC4CCC(C(C4)OC)O)C)C)O)OC)C)C)C)OC. Cell line: SF-268. Synergy scores: CSS=29.1, Synergy_ZIP=6.64, Synergy_Bliss=7.31, Synergy_Loewe=-12.4, Synergy_HSA=3.17.